This data is from Reaction yield outcomes from USPTO patents with 853,638 reactions. The task is: Predict the reaction yield, written as a fraction of the theoretical maximum amount of product (1.0 means a 100% yield; for example, 0.34 means a 34% yield). (1) The reactants are [C:1]([O:5][C:6]([NH:8][CH2:9][C:10]([OH:12])=O)=[O:7])([CH3:4])([CH3:3])[CH3:2].C1N=CN(C(N2C=NC=C2)=O)C=1.Cl.Cl.[N:27]1([C:33]2[CH:34]=[C:35]([C:39]3[NH:43][C:42]4[CH:44]=[CH:45][CH:46]=[CH:47][C:41]=4[N:40]=3)[CH:36]=[CH:37][CH:38]=2)[CH2:32][CH2:31][NH:30][CH2:29][CH2:28]1.CCN(C(C)C)C(C)C. The catalyst is C(#N)C. The product is [C:1]([O:5][C:6](=[O:7])[NH:8][CH2:9][C:10]([N:30]1[CH2:31][CH2:32][N:27]([C:33]2[CH:38]=[CH:37][CH:36]=[C:35]([C:39]3[NH:40][C:41]4[CH:47]=[CH:46][CH:45]=[CH:44][C:42]=4[N:43]=3)[CH:34]=2)[CH2:28][CH2:29]1)=[O:12])([CH3:2])([CH3:3])[CH3:4]. The yield is 0.560. (2) The reactants are C(OC1CCN([C:11]2[CH:16]=[CH:15][C:14]([B:17]3[O:21][C:20]([CH3:23])([CH3:22])[C:19]([CH3:25])([CH3:24])[O:18]3)=[CH:13][CH:12]=2)CC1)(=O)C.BrC1C=CC([CH:33]2[CH2:38][CH2:37][N:36]([C:39]([O:41][C:42]([CH3:45])([CH3:44])[CH3:43])=[O:40])[CH2:35][CH2:34]2)=CC=1. No catalyst specified. The product is [CH3:23][C:20]1([CH3:22])[C:19]([CH3:24])([CH3:25])[O:18][B:17]([C:14]2[CH:13]=[CH:12][C:11]([CH:33]3[CH2:38][CH2:37][N:36]([C:39]([O:41][C:42]([CH3:45])([CH3:44])[CH3:43])=[O:40])[CH2:35][CH2:34]3)=[CH:16][CH:15]=2)[O:21]1. The yield is 0.800. (3) The reactants are Br[CH2:2][C:3]([C:5]1[C:10]([CH3:11])=[CH:9][C:8]([S:12]([CH3:15])(=[O:14])=[O:13])=[CH:7][C:6]=1[CH3:16])=O.[NH2:17][C:18]([NH2:20])=[S:19]. The catalyst is CCO. The product is [CH3:16][C:6]1[CH:7]=[C:8]([S:12]([CH3:15])(=[O:14])=[O:13])[CH:9]=[C:10]([CH3:11])[C:5]=1[C:3]1[N:17]=[C:18]([NH2:20])[S:19][CH:2]=1. The yield is 0.470. (4) The reactants are [C:1]([O:5][C:6]([NH:8][C@@H:9]([C:13]([OH:16])([CH3:15])[CH3:14])[C:10]([OH:12])=[O:11])=[O:7])([CH3:4])([CH3:3])[CH3:2].[H-].[Na+].I[CH3:20]. The catalyst is C1COCC1. The product is [C:1]([O:5][C:6]([NH:8][C@@H:9]([C:13]([O:16][CH3:20])([CH3:15])[CH3:14])[C:10]([OH:12])=[O:11])=[O:7])([CH3:4])([CH3:2])[CH3:3]. The yield is 0.430. (5) The reactants are Br[C:2]1[CH:7]=[CH:6][C:5]([C:8]2[C:12]3[CH2:13][C:14]4[S:15][CH:16]=[CH:17][C:18]=4[C:11]=3[N:10]([CH2:19][O:20][CH2:21][CH2:22][Si:23]([CH3:26])([CH3:25])[CH3:24])[N:9]=2)=[CH:4][CH:3]=1.[N:27]1[CH:32]=[CH:31][CH:30]=[C:29]([NH2:33])[CH:28]=1.C([O-])([O-])=O.[Cs+].[Cs+].CC1(C)C2C(=C(P(C3C=CC=CC=3)C3C=CC=CC=3)C=CC=2)OC2C(P(C3C=CC=CC=3)C3C=CC=CC=3)=CC=CC1=2. The catalyst is O1CCOCC1.CC([O-])=O.CC([O-])=O.[Pd+2]. The product is [N:27]1[CH:32]=[CH:31][CH:30]=[C:29]([NH:33][C:2]2[CH:7]=[CH:6][C:5]([C:8]3[C:12]4[CH2:13][C:14]5[S:15][CH:16]=[CH:17][C:18]=5[C:11]=4[N:10]([CH2:19][O:20][CH2:21][CH2:22][Si:23]([CH3:26])([CH3:25])[CH3:24])[N:9]=3)=[CH:4][CH:3]=2)[CH:28]=1. The yield is 0.710. (6) The reactants are [F:1][C:2]([F:15])([F:14])[C:3]1[CH:12]=[C:11]2[C:6]([CH:7]=[CH:8][NH:9][C:10]2=[O:13])=[CH:5][CH:4]=1.Br[C:17]1[CH:18]=[N:19][CH:20]=[C:21]([F:23])[CH:22]=1.OC1C=CC=C2C=1N=CC=C2.C([O-])([O-])=O.[K+].[K+]. The catalyst is C(Cl)Cl.[Cu]I.O1CCOCC1. The product is [F:23][C:21]1[CH:22]=[C:17]([N:9]2[CH:8]=[CH:7][C:6]3[C:11](=[CH:12][C:3]([C:2]([F:1])([F:14])[F:15])=[CH:4][CH:5]=3)[C:10]2=[O:13])[CH:18]=[N:19][CH:20]=1. The yield is 0.471. (7) The reactants are [N+]([C:4]1[CH:9]=[C:8]([N+:10]([O-])=O)[C:7]([C:13]([F:16])([F:15])[F:14])=[CH:6][C:5]=1/[CH:17]=[CH:18]/[N:19](C)C)([O-])=O. The catalyst is [Ni].C(O)C. The product is [F:16][C:13]([F:14])([F:15])[C:7]1[CH:6]=[C:5]2[C:4](=[CH:9][C:8]=1[NH2:10])[NH:19][CH:18]=[CH:17]2. The yield is 0.140.